From a dataset of Reaction yield outcomes from USPTO patents with 853,638 reactions. Predict the reaction yield, written as a fraction of the theoretical maximum amount of product (1.0 means a 100% yield; for example, 0.34 means a 34% yield). (1) The reactants are C(O)(C(F)(F)F)=O.[Cl:8][C:9]1[C:10]([F:46])=[C:11]([NH:15][C:16]2[C:25]3[C:20](=[CH:21][C:22]([O:44][CH3:45])=[C:23]([O:26][C@@H:27]4[CH2:32][CH2:31][N:30](C(OC(C)(C)C)=O)[C@@H:29]([C:40]([NH:42][CH3:43])=[O:41])[CH2:28]4)[CH:24]=3)[N:19]=[CH:18][N:17]=2)[CH:12]=[CH:13][CH:14]=1. The catalyst is C(Cl)Cl. The product is [Cl:8][C:9]1[C:10]([F:46])=[C:11]([NH:15][C:16]2[C:25]3[C:20](=[CH:21][C:22]([O:44][CH3:45])=[C:23]([O:26][C@@H:27]4[CH2:32][CH2:31][NH:30][C@@H:29]([C:40]([NH:42][CH3:43])=[O:41])[CH2:28]4)[CH:24]=3)[N:19]=[CH:18][N:17]=2)[CH:12]=[CH:13][CH:14]=1. The yield is 0.740. (2) The reactants are [Br:1][C:2]1[S:6][C:5]([N:7]([CH2:15][C@@H:16]([NH:36][C:37]([O:39][C:40]([CH3:43])([CH3:42])[CH3:41])=[O:38])[C@@H:17]([O:28][Si](C(C)(C)C)(C)C)[C:18]2[CH:23]=[CH:22][C:21]([C:24]([F:27])([F:26])[F:25])=[CH:20][CH:19]=2)[C:8](=[O:14])[O:9][C:10]([CH3:13])([CH3:12])[CH3:11])=[N:4][CH:3]=1.C1COCC1.[F-].C([N+](CCCC)(CCCC)CCCC)CCC. The catalyst is O. The product is [Br:1][C:2]1[S:6][C:5]([N:7]([CH2:15][C@@H:16]([NH:36][C:37]([O:39][C:40]([CH3:43])([CH3:42])[CH3:41])=[O:38])[C@@H:17]([OH:28])[C:18]2[CH:23]=[CH:22][C:21]([C:24]([F:26])([F:25])[F:27])=[CH:20][CH:19]=2)[C:8](=[O:14])[O:9][C:10]([CH3:11])([CH3:13])[CH3:12])=[N:4][CH:3]=1. The yield is 0.710.